The task is: Predict the reaction yield, written as a fraction of the theoretical maximum amount of product (1.0 means a 100% yield; for example, 0.34 means a 34% yield).. This data is from Reaction yield outcomes from USPTO patents with 853,638 reactions. (1) The reactants are C([O:4][C@H:5]1[CH2:22][CH2:21][C@@:20]2([CH3:23])[C@@H:7]([CH2:8][CH2:9][C@:10]3([CH3:42])[C@@H:19]2[CH2:18][CH2:17][C@H:16]2[C@@:11]3([CH3:41])[CH2:12][CH2:13][C@@:14]3([C:31]([N:33]4[CH2:38][CH2:37][N:36]([CH2:39][CH3:40])[CH2:35][CH2:34]4)=[O:32])[CH2:26][CH2:25][C@@H:24]([C:27]4([CH3:30])[CH2:29][CH2:28]4)[C@@H:15]32)[C:6]1([CH3:44])[CH3:43])(=O)C.C(=O)([O-])[O-].[K+].[K+]. The catalyst is C1COCC1.CO.ClCCl. The product is [CH2:39]([N:36]1[CH2:35][CH2:34][N:33]([C:31]([C@:14]23[CH2:26][CH2:25][C@@H:24]([C:27]4([CH3:30])[CH2:28][CH2:29]4)[C@@H:15]2[C@@H:16]2[C@@:11]([CH3:41])([CH2:12][CH2:13]3)[C@@:10]3([CH3:42])[C@@H:19]([C@:20]4([CH3:23])[C@@H:7]([CH2:8][CH2:9]3)[C:6]([CH3:43])([CH3:44])[C@@H:5]([OH:4])[CH2:22][CH2:21]4)[CH2:18][CH2:17]2)=[O:32])[CH2:38][CH2:37]1)[CH3:40]. The yield is 0.750. (2) The yield is 0.510. The product is [CH:4]1([C@H:10]([NH:15][C:16]([C:18]2[C:27]([NH:28][C:29]([NH:31][C:32]3[C:37]([CH3:38])=[CH:36][C:35]([CH2:39][CH2:40][CH3:41])=[CH:34][C:33]=3[CH3:42])=[O:30])=[CH:26][C:25]3[C:20](=[CH:21][CH:22]=[CH:23][CH:24]=3)[CH:19]=2)=[O:17])[C:11]([OH:13])=[O:12])[CH2:5][CH2:6][CH2:7][CH2:8][CH2:9]1. The catalyst is C1COCC1.CCCCCC.C(OCC)(=O)C.O. The reactants are O.[OH-].[Li+].[CH:4]1([C@H:10]([NH:15][C:16]([C:18]2[C:27]([NH:28][C:29]([NH:31][C:32]3[C:37]([CH3:38])=[CH:36][C:35]([CH2:39][CH2:40][CH3:41])=[CH:34][C:33]=3[CH3:42])=[O:30])=[CH:26][C:25]3[C:20](=[CH:21][CH:22]=[CH:23][CH:24]=3)[CH:19]=2)=[O:17])[C:11]([O:13]C)=[O:12])[CH2:9][CH2:8][CH2:7][CH2:6][CH2:5]1.CO.Cl. (3) The reactants are [CH3:1][O:2][C:3]1[CH:4]=[C:5](/[C:11](=[CH:14]/[C:15]2[CH:20]=[CH:19][C:18]([OH:21])=[CH:17][CH:16]=2)/[C:12]#[N:13])[CH:6]=[CH:7][C:8]=1[O:9][CH3:10].[Cl-].[CH3:23][O:24][C:25](=[O:31])[CH2:26][CH2:27][C:28](O)=[O:29]. The catalyst is N1C=CC=CC=1. The product is [C:28]([O:21][C:18]1[CH:17]=[CH:16][C:15](/[CH:14]=[C:11](\[C:12]#[N:13])/[C:5]2[CH:6]=[CH:7][C:8]([O:9][CH3:10])=[C:3]([O:2][CH3:1])[CH:4]=2)=[CH:20][CH:19]=1)(=[O:29])[CH2:27][CH2:26][C:25]([O:24][CH3:23])=[O:31]. The yield is 0.900. (4) The reactants are Cl.O1CCOCC1.[F:8][C:9]1[CH:14]=[CH:13][C:12]([C:15]2[C:23]3[C:18](=[CH:19][CH:20]=[C:21]([NH:24][C:25]([C:27]4([N:53]([CH:55]=[O:56])[CH3:54])[CH2:31][CH2:30][N:29]([CH2:32][C:33](=[O:52])[N:34]5[CH2:39][CH:38]=[C:37]([C:40]6[CH:45]=[CH:44][C:43]([C:46]7[N:51]=[CH:50][CH:49]=[CH:48][N:47]=7)=[CH:42][CH:41]=6)[CH2:36][CH2:35]5)[CH2:28]4)=[O:26])[CH:22]=3)[N:17](C(C3C=CC=CC=3)(C3C=CC=CC=3)C3C=CC=CC=3)[N:16]=2)=[CH:11][CH:10]=1. The catalyst is C(Cl)Cl. The product is [F:8][C:9]1[CH:14]=[CH:13][C:12]([C:15]2[C:23]3[C:18](=[CH:19][CH:20]=[C:21]([NH:24][C:25]([C:27]4([N:53]([CH:55]=[O:56])[CH3:54])[CH2:31][CH2:30][N:29]([CH2:32][C:33](=[O:52])[N:34]5[CH2:35][CH:36]=[C:37]([C:40]6[CH:45]=[CH:44][C:43]([C:46]7[N:47]=[CH:48][CH:49]=[CH:50][N:51]=7)=[CH:42][CH:41]=6)[CH2:38][CH2:39]5)[CH2:28]4)=[O:26])[CH:22]=3)[NH:17][N:16]=2)=[CH:11][CH:10]=1. The yield is 0.840. (5) The product is [OH:30][N:29]=[CH:1][C:3]1[N:8]=[C:7]2[CH2:9][O:10][C:11]3([CH2:14][N:13]([C:15]([O:17][C:18]([CH3:19])([CH3:20])[CH3:21])=[O:16])[CH2:12]3)[C:6]2=[CH:5][CH:4]=1. The yield is 0.990. The catalyst is O. The reactants are [CH:1]([C:3]1[N:8]=[C:7]2[CH2:9][O:10][C:11]3([CH2:14][N:13]([C:15]([O:17][C:18]([CH3:21])([CH3:20])[CH3:19])=[O:16])[CH2:12]3)[C:6]2=[CH:5][CH:4]=1)=O.CO.CC([O-])=O.[Na+].[NH2:29][OH:30].Cl. (6) The product is [O:18]1[C:19]2[CH:20]=[CH:21][C:22]([C:8]3([OH:15])[C:9]4[C:14](=[CH:13][CH:12]=[CH:11][CH:10]=4)[N:6]([CH2:1][CH2:2][CH2:3][CH2:4][CH3:5])[C:7]3=[O:16])=[CH:23][C:24]=2[O:25][CH2:17]1. The yield is 0.710. The catalyst is C1COCC1. The reactants are [CH2:1]([N:6]1[C:14]2[C:9](=[CH:10][CH:11]=[CH:12][CH:13]=2)[C:8](=[O:15])[C:7]1=[O:16])[CH2:2][CH2:3][CH2:4][CH3:5].[CH2:17]1[O:25][C:24]2[C:19](=[CH:20][CH:21]=[C-:22][CH:23]=2)[O:18]1.[Mg+2].[Br-]. (7) The catalyst is C(Cl)Cl.CN(C=O)C. The reactants are [CH2:1]([O:8][C:9]1[CH:10]=[C:11]([C:15]2[NH:24][C:23](=O)[C:22]3[C:17](=[CH:18][C:19]([O:31][CH3:32])=[C:20]([O:26][CH2:27][CH2:28][O:29][CH3:30])[CH:21]=3)[N:16]=2)[CH:12]=[CH:13][CH:14]=1)[C:2]1[CH:7]=[CH:6][CH:5]=[CH:4][CH:3]=1.C(Cl)(=O)C([Cl:36])=O. The yield is 0.450. The product is [CH2:1]([O:8][C:9]1[CH:10]=[C:11]([C:15]2[N:24]=[C:23]([Cl:36])[C:22]3[C:17](=[CH:18][C:19]([O:31][CH3:32])=[C:20]([O:26][CH2:27][CH2:28][O:29][CH3:30])[CH:21]=3)[N:16]=2)[CH:12]=[CH:13][CH:14]=1)[C:2]1[CH:7]=[CH:6][CH:5]=[CH:4][CH:3]=1. (8) The reactants are [F:1][C:2]([F:21])([F:20])[C:3]([C:6]1[CH:7]=[C:8]2[C:13](=[CH:14][CH:15]=1)[CH:12]=[C:11]([C:16]([O:18]C)=[O:17])[CH:10]=[CH:9]2)([OH:5])[CH3:4].[OH-].[Na+].Cl. The catalyst is C(O)C. The product is [F:1][C:2]([F:20])([F:21])[C:3]([C:6]1[CH:7]=[C:8]2[C:13](=[CH:14][CH:15]=1)[CH:12]=[C:11]([C:16]([OH:18])=[O:17])[CH:10]=[CH:9]2)([OH:5])[CH3:4]. The yield is 0.900.